From a dataset of Reaction yield outcomes from USPTO patents with 853,638 reactions. Predict the reaction yield, written as a fraction of the theoretical maximum amount of product (1.0 means a 100% yield; for example, 0.34 means a 34% yield). (1) The yield is 0.540. The catalyst is C(O)C.ClCCl.C(OCC)(=O)C.[Fe].O1CCOCC1.O. The reactants are [I:1][C:2]1[N:6]([CH2:7][O:8][CH2:9][CH2:10][Si:11]([CH3:14])([CH3:13])[CH3:12])[N:5]=[CH:4][C:3]=1[N+:15]([O-])=O.[Cl-].[NH4+].C(N(CC)CC)C.[C:27]([O:31][C:32](O[C:32]([O:31][C:27]([CH3:30])([CH3:29])[CH3:28])=[O:33])=[O:33])([CH3:30])([CH3:29])[CH3:28]. The product is [I:1][C:2]1[N:6]([CH2:7][O:8][CH2:9][CH2:10][Si:11]([CH3:14])([CH3:13])[CH3:12])[N:5]=[CH:4][C:3]=1[NH:15][C:32](=[O:33])[O:31][C:27]([CH3:30])([CH3:29])[CH3:28]. (2) The reactants are C(OC(C1(CCCBr)CCC1)=O)C.C([O:16][C:17]([C:19]1([CH2:23][CH2:24][CH2:25][S:26][CH3:27])[CH2:22][CH2:21][CH2:20]1)=[O:18])C. No catalyst specified. The product is [CH3:27][S:26][CH2:25][CH2:24][CH2:23][C:19]1([C:17]([OH:18])=[O:16])[CH2:22][CH2:21][CH2:20]1. The yield is 0.160. (3) The reactants are [CH:1]1[C:10]2[C:5](=[CH:6][CH:7]=[CH:8][CH:9]=2)[CH:4]=[C:3]([NH2:11])[N:2]=1.C(O)(C(F)(F)F)=O. The catalyst is [Pt](=O)=O. The product is [CH:1]1[C:10]2[CH2:9][CH2:8][CH2:7][CH2:6][C:5]=2[CH:4]=[C:3]([NH2:11])[N:2]=1. The yield is 0.570. (4) The reactants are [NH:1]1[CH:5]=[C:4]([C:6]2[C:7]([C:15]3[CH:20]=[CH:19][CH:18]=[CH:17][CH:16]=3)=[N:8][O:9][C:10]=2[C:11]([F:14])([F:13])[F:12])[N:3]=[CH:2]1.B(O)(O)[C:22]1[CH:23]=[CH:24][C:25]([CH3:28])=[CH:26][CH:27]=1. The yield is 0.420. No catalyst specified. The product is [C:15]1([C:7]2[C:6]([C:4]3[N:3]=[CH:2][N:1]([C:22]4[CH:27]=[CH:26][C:25]([CH3:28])=[CH:24][CH:23]=4)[CH:5]=3)=[C:10]([C:11]([F:14])([F:12])[F:13])[O:9][N:8]=2)[CH:16]=[CH:17][CH:18]=[CH:19][CH:20]=1. (5) The reactants are [Br:1][C:2]1[CH:3]=[N:4][C:5]([C:8]2[N:9]([CH3:25])[C:10]3[C:15]([C:16]=2[CH:17]2[CH2:21][CH2:20][CH2:19][CH2:18]2)=[CH:14][CH:13]=[C:12]([C:22](O)=[O:23])[CH:11]=3)=[N:6][CH:7]=1.S(Cl)(Cl)=O.C(NCC)C.C(N(CC)C(C)C)(C)C.[NH2:44][C:45]1([C:49]2[N:53]([CH3:54])[C:52]3[CH:55]=[C:56](/[CH:59]=[CH:60]/[C:61]([O:63][CH2:64][CH2:65][CH2:66][CH3:67])=[O:62])[CH:57]=[CH:58][C:51]=3[N:50]=2)[CH2:48][CH2:47][CH2:46]1. The catalyst is C1COCC1. The product is [Br:1][C:2]1[CH:3]=[N:4][C:5]([C:8]2[N:9]([CH3:25])[C:10]3[C:15]([C:16]=2[CH:17]2[CH2:21][CH2:20][CH2:19][CH2:18]2)=[CH:14][CH:13]=[C:12]([C:22]([NH:44][C:45]2([C:49]4[N:53]([CH3:54])[C:52]5[CH:55]=[C:56](/[CH:59]=[CH:60]/[C:61]([O:63][CH2:64][CH2:65][CH2:66][CH3:67])=[O:62])[CH:57]=[CH:58][C:51]=5[N:50]=4)[CH2:46][CH2:47][CH2:48]2)=[O:23])[CH:11]=3)=[N:6][CH:7]=1. The yield is 0.966. (6) The reactants are [CH:1]1[C:13]2[N:12]([CH2:14][CH2:15][OH:16])[C:11]3[C:6](=[CH:7][CH:8]=[CH:9][CH:10]=3)[C:5]=2[CH:4]=[CH:3][N:2]=1.C(P(CCCC)CCCC)CCC.[CH3:30][O:31][C:32](=[O:46])[CH:33]([CH2:38][C:39]1[CH:44]=[CH:43][C:42](O)=[CH:41][CH:40]=1)[C:34]([O:36][CH3:37])=[O:35].CCCCCCC. The catalyst is C1C=CC=CC=1. The product is [CH3:37][O:36][C:34](=[O:35])[CH:33]([CH2:38][C:39]1[CH:40]=[CH:41][C:42]([O:16][CH2:15][CH2:14][N:12]2[C:13]3[CH:1]=[N:2][CH:3]=[CH:4][C:5]=3[C:6]3[C:11]2=[CH:10][CH:9]=[CH:8][CH:7]=3)=[CH:43][CH:44]=1)[C:32]([O:31][CH3:30])=[O:46]. The yield is 0.820.